Task: Regression. Given two drug SMILES strings and cell line genomic features, predict the synergy score measuring deviation from expected non-interaction effect.. Dataset: NCI-60 drug combinations with 297,098 pairs across 59 cell lines (1) Drug 1: CCC1(CC2CC(C3=C(CCN(C2)C1)C4=CC=CC=C4N3)(C5=C(C=C6C(=C5)C78CCN9C7C(C=CC9)(C(C(C8N6C)(C(=O)OC)O)OC(=O)C)CC)OC)C(=O)OC)O.OS(=O)(=O)O. Drug 2: CN1C2=C(C=C(C=C2)N(CCCl)CCCl)N=C1CCCC(=O)O.Cl. Cell line: LOX IMVI. Synergy scores: CSS=1.89, Synergy_ZIP=-2.99, Synergy_Bliss=-5.51, Synergy_Loewe=-0.377, Synergy_HSA=-2.63. (2) Drug 1: CC12CCC3C(C1CCC2O)C(CC4=C3C=CC(=C4)O)CCCCCCCCCS(=O)CCCC(C(F)(F)F)(F)F. Drug 2: B(C(CC(C)C)NC(=O)C(CC1=CC=CC=C1)NC(=O)C2=NC=CN=C2)(O)O. Cell line: DU-145. Synergy scores: CSS=34.7, Synergy_ZIP=2.54, Synergy_Bliss=-0.221, Synergy_Loewe=-41.0, Synergy_HSA=-2.39. (3) Drug 1: C1CC(CNC1)C2=CC=C(C=C2)N3C=C4C=CC=C(C4=N3)C(=O)N. Drug 2: CCC1(C2=C(COC1=O)C(=O)N3CC4=CC5=C(C=CC(=C5CN(C)C)O)N=C4C3=C2)O. Cell line: NCIH23. Synergy scores: CSS=80.4, Synergy_ZIP=8.82, Synergy_Bliss=7.37, Synergy_Loewe=6.76, Synergy_HSA=11.6. (4) Drug 1: C1CCC(C1)C(CC#N)N2C=C(C=N2)C3=C4C=CNC4=NC=N3. Drug 2: C1=C(C(=O)NC(=O)N1)F. Cell line: CAKI-1. Synergy scores: CSS=26.5, Synergy_ZIP=5.29, Synergy_Bliss=4.08, Synergy_Loewe=7.64, Synergy_HSA=10.3. (5) Drug 1: C1CN1C2=NC(=NC(=N2)N3CC3)N4CC4. Drug 2: CC12CCC3C(C1CCC2O)C(CC4=C3C=CC(=C4)O)CCCCCCCCCS(=O)CCCC(C(F)(F)F)(F)F. Cell line: NCI-H226. Synergy scores: CSS=16.3, Synergy_ZIP=-3.69, Synergy_Bliss=-3.19, Synergy_Loewe=4.98, Synergy_HSA=-1.76. (6) Drug 1: C1=C(C(=O)NC(=O)N1)N(CCCl)CCCl. Drug 2: CC=C1C(=O)NC(C(=O)OC2CC(=O)NC(C(=O)NC(CSSCCC=C2)C(=O)N1)C(C)C)C(C)C. Cell line: KM12. Synergy scores: CSS=69.8, Synergy_ZIP=-4.88, Synergy_Bliss=-6.06, Synergy_Loewe=-5.14, Synergy_HSA=-2.59. (7) Drug 1: CC1=CC=C(C=C1)C2=CC(=NN2C3=CC=C(C=C3)S(=O)(=O)N)C(F)(F)F. Drug 2: C1=CN(C(=O)N=C1N)C2C(C(C(O2)CO)O)O.Cl. Cell line: 786-0. Synergy scores: CSS=31.8, Synergy_ZIP=-1.01, Synergy_Bliss=1.26, Synergy_Loewe=-6.45, Synergy_HSA=2.96. (8) Drug 1: CC1=C(C(CCC1)(C)C)C=CC(=CC=CC(=CC(=O)O)C)C. Drug 2: CC1=C(C=C(C=C1)NC(=O)C2=CC=C(C=C2)CN3CCN(CC3)C)NC4=NC=CC(=N4)C5=CN=CC=C5. Cell line: SF-268. Synergy scores: CSS=4.28, Synergy_ZIP=-2.42, Synergy_Bliss=-2.88, Synergy_Loewe=-3.10, Synergy_HSA=-2.62. (9) Drug 1: COC1=NC(=NC2=C1N=CN2C3C(C(C(O3)CO)O)O)N. Drug 2: C(CCl)NC(=O)N(CCCl)N=O. Cell line: NCI-H226. Synergy scores: CSS=-5.76, Synergy_ZIP=4.98, Synergy_Bliss=6.86, Synergy_Loewe=-5.71, Synergy_HSA=-3.86.